From a dataset of Reaction yield outcomes from USPTO patents with 853,638 reactions. Predict the reaction yield, written as a fraction of the theoretical maximum amount of product (1.0 means a 100% yield; for example, 0.34 means a 34% yield). (1) The reactants are C(=O)([O-])[O-].[K+].[K+].BrCCOC1CCCCO1.[CH2:17]([O:24][C:25]1[C:26]([CH2:61][CH3:62])=[C:27]([CH2:45][C:46]2[O:50][C:49](=[O:51])[N:48]([CH2:52][CH2:53][O:54]C3CCCCO3)[N:47]=2)[C:28]([C:39]2[CH:44]=[CH:43][CH:42]=[CH:41][CH:40]=2)=[C:29]([O:31][CH2:32][C:33]2[CH:38]=[CH:37][CH:36]=[CH:35][CH:34]=2)[CH:30]=1)[C:18]1[CH:23]=[CH:22][CH:21]=[CH:20][CH:19]=1.Cl.C(=O)([O-])O.[Na+]. The catalyst is CO.CN(C)C=O. The product is [CH2:17]([O:24][C:25]1[C:26]([CH2:61][CH3:62])=[C:27]([CH2:45][C:46]2[O:50][C:49](=[O:51])[N:48]([CH2:52][CH2:53][OH:54])[N:47]=2)[C:28]([C:39]2[CH:40]=[CH:41][CH:42]=[CH:43][CH:44]=2)=[C:29]([O:31][CH2:32][C:33]2[CH:34]=[CH:35][CH:36]=[CH:37][CH:38]=2)[CH:30]=1)[C:18]1[CH:19]=[CH:20][CH:21]=[CH:22][CH:23]=1. The yield is 0.850. (2) The reactants are [C:1]([O:5][C:6]([NH:8][C@@H:9]([CH2:21][O:22][S:23]([CH3:26])(=[O:25])=[O:24])[CH2:10][C:11]([O:13][CH2:14][C:15]1[CH:20]=[CH:19][CH:18]=[CH:17][CH:16]=1)=[O:12])=[O:7])([CH3:4])([CH3:3])[CH3:2].[N:27]([CH3:30])([CH3:29])[CH3:28]. The catalyst is CCO. The product is [CH3:26][S:23]([O-:25])(=[O:24])=[O:22].[CH2:14]([O:13][C:11](=[O:12])[CH2:10][C@@H:9]([NH:8][C:6]([O:5][C:1]([CH3:4])([CH3:3])[CH3:2])=[O:7])[CH2:21][N+:27]([CH3:30])([CH3:29])[CH3:28])[C:15]1[CH:20]=[CH:19][CH:18]=[CH:17][CH:16]=1. The yield is 0.370.